This data is from Catalyst prediction with 721,799 reactions and 888 catalyst types from USPTO. The task is: Predict which catalyst facilitates the given reaction. (1) Reactant: [CH3:1][O:2][C:3]1[CH:10]=[C:9]([O:11][CH3:12])[CH:8]=[CH:7][C:4]=1[CH:5]=O.[CH3:13][NH2:14].[BH4-].[Na+].Cl. Product: [CH3:1][O:2][C:3]1[CH:10]=[C:9]([O:11][CH3:12])[CH:8]=[CH:7][C:4]=1[CH2:5][NH:14][CH3:13]. The catalyst class is: 5. (2) Reactant: [OH-].[Na+].C[O:4][C:5](=[O:39])[CH2:6][C:7]1[CH:8]=[N:9][CH:10]=[C:11]([C:13]2[CH:18]=[CH:17][C:16]([C:19]([CH2:37][CH3:38])([C:22]3[CH:27]=[CH:26][C:25]([CH2:28][CH2:29][C:30]4([OH:35])[CH2:34][CH2:33][CH2:32][CH2:31]4)=[C:24]([CH3:36])[CH:23]=3)[CH2:20][CH3:21])=[CH:15][CH:14]=2)[CH:12]=1.[Cl-].[NH4+]. Product: [CH2:20]([C:19]([C:16]1[CH:15]=[CH:14][C:13]([C:11]2[CH:12]=[C:7]([CH2:6][C:5]([OH:39])=[O:4])[CH:8]=[N:9][CH:10]=2)=[CH:18][CH:17]=1)([C:22]1[CH:27]=[CH:26][C:25]([CH2:28][CH2:29][C:30]2([OH:35])[CH2:31][CH2:32][CH2:33][CH2:34]2)=[C:24]([CH3:36])[CH:23]=1)[CH2:37][CH3:38])[CH3:21]. The catalyst class is: 5.